Dataset: Catalyst prediction with 721,799 reactions and 888 catalyst types from USPTO. Task: Predict which catalyst facilitates the given reaction. (1) Product: [CH2:2]([O:9][C:10]1[CH:19]=[CH:18][C:17]2[N:16]=[CH:15][C:14]3[N:20]=[C:21]([CH2:35][O:36][CH2:37][CH3:38])[N:22]([CH2:23][C:24]([NH2:27])([CH3:25])[CH3:26])[C:13]=3[C:12]=2[CH:11]=1)[C:3]1[CH:8]=[CH:7][CH:6]=[CH:5][CH:4]=1. The catalyst class is: 8. Reactant: Cl.[CH2:2]([O:9][C:10]1[CH:19]=[CH:18][C:17]2[N:16]=[CH:15][C:14]3[N:20]=[C:21]([CH2:35][O:36][CH2:37][CH3:38])[N:22]([CH2:23][C:24]([NH:27]C(=O)OC(C)(C)C)([CH3:26])[CH3:25])[C:13]=3[C:12]=2[CH:11]=1)[C:3]1[CH:8]=[CH:7][CH:6]=[CH:5][CH:4]=1. (2) Reactant: C[O:2][C:3]([CH2:5][NH:6][C:7]([C:9]1[N:10]([CH3:33])[CH:11]=[C:12]([NH:14][C:15]([C:17]2[C:18]([C:23]3[CH:28]=[CH:27][C:26]([C:29]([F:32])([F:31])[F:30])=[CH:25][CH:24]=3)=[CH:19][CH:20]=[CH:21][CH:22]=2)=[O:16])[CH:13]=1)=[O:8])=[O:4].[OH-].[Na+].ClCCl.C(O)C. Product: [OH:4][C:3]([CH2:5][NH:6][C:7]([C:9]1[N:10]([CH3:33])[CH:11]=[C:12]([NH:14][C:15]([C:17]2[C:18]([C:23]3[CH:24]=[CH:25][C:26]([C:29]([F:31])([F:30])[F:32])=[CH:27][CH:28]=3)=[CH:19][CH:20]=[CH:21][CH:22]=2)=[O:16])[CH:13]=1)=[O:8])=[O:2]. The catalyst class is: 5. (3) The catalyst class is: 175. Product: [Cl:13][C:10]1[CH:11]=[CH:12][C:7]([C:5]2[N:6]=[C:2]([N:27]([CH3:28])[CH3:26])[O:3][C:4]=2[CH2:14][CH2:15][CH2:16][O:17][C:18]2[CH:23]=[CH:22][CH:21]=[CH:20][C:19]=2[O:24][CH3:25])=[CH:8][CH:9]=1. Reactant: Cl[C:2]1[O:3][C:4]([CH2:14][CH2:15][CH2:16][O:17][C:18]2[CH:23]=[CH:22][CH:21]=[CH:20][C:19]=2[O:24][CH3:25])=[C:5]([C:7]2[CH:12]=[CH:11][C:10]([Cl:13])=[CH:9][CH:8]=2)[N:6]=1.[CH3:26][NH:27][CH3:28].CC(=O)CC. (4) Reactant: [Li]CCCC.[CH3:6][O:7][C:8]([C:12]1[S:13][CH:14]=[CH:15][N:16]=1)([O:10][CH3:11])[CH3:9].CN([CH:20]=[O:21])C.[NH4+].[Cl-]. Product: [CH3:6][O:7][C:8]([C:12]1[S:13][C:14]([CH:20]=[O:21])=[CH:15][N:16]=1)([O:10][CH3:11])[CH3:9]. The catalyst class is: 1. (5) Reactant: [C:1]1([NH:7][C:8]2[C:16]3[C:15]4[CH2:17][NH:18][CH2:19][CH2:20][C:14]=4[NH:13][C:12]=3[N:11]=[CH:10][CH:9]=2)[CH:6]=[CH:5][CH:4]=[CH:3][CH:2]=1.[F:21][C:22]1[CH:30]=[CH:29][C:25]([C:26](Cl)=[O:27])=[CH:24][CH:23]=1.C(N(CC)CC)C. Product: [F:21][C:22]1[CH:30]=[CH:29][C:25]([C:26]([N:18]2[CH2:19][CH2:20][C:14]3[NH:13][C:12]4[N:11]=[CH:10][CH:9]=[C:8]([NH:7][C:1]5[CH:2]=[CH:3][CH:4]=[CH:5][CH:6]=5)[C:16]=4[C:15]=3[CH2:17]2)=[O:27])=[CH:24][CH:23]=1. The catalyst class is: 26. (6) Reactant: CC([CH:5]1[C:11]2[CH:12]=[CH:13][C:14]([C:16](=O)[CH2:17][C:18](=[N:20][N:21]([C:23](OC(C)(C)C)=O)C)[CH3:19])=[CH:15][C:10]=2[CH2:9][CH2:8][N:7](C([O-])=O)[CH2:6]1)(C)C.FC(F)(F)C(O)=O. Product: [CH3:23][N:21]1[C:16]([C:14]2[CH:13]=[CH:12][C:11]3[CH2:5][CH2:6][NH:7][CH2:8][CH2:9][C:10]=3[CH:15]=2)=[CH:17][C:18]([CH3:19])=[N:20]1. The catalyst class is: 4. (7) Reactant: [NH2:1][C:2]1[S:3][C:4]([CH3:17])=[C:5]([CH3:16])[C:6]=1[C:7]([C:9]1[CH:14]=[CH:13][C:12]([Cl:15])=[CH:11][CH:10]=1)=O.Cl.[NH2:19][C:20]1([C:23](OCC)=[O:24])[CH2:22][CH2:21]1. Product: [Cl:15][C:12]1[CH:13]=[CH:14][C:9]([C:7]2[C:6]3[C:5]([CH3:16])=[C:4]([CH3:17])[S:3][C:2]=3[NH:1][C:23](=[O:24])[C:20]3([CH2:22][CH2:21]3)[N:19]=2)=[CH:10][CH:11]=1. The catalyst class is: 17. (8) Reactant: [N:1]1[CH:6]=[CH:5][C:4]([N:7]2[CH2:12][CH2:11][CH:10]([C:13]([OH:15])=O)[CH2:9][CH2:8]2)=[CH:3][CH:2]=1.C1C=CC2N(O)N=NC=2C=1.C(Cl)CCl.C(=O)(O)[O-].[Na+].[NH:35]1[C:39]2[CH:40]=[CH:41][CH:42]=[CH:43][C:38]=2[N:37]=[C:36]1[C:44]1[C:52]2[C:47](=[CH:48][CH:49]=[C:50]([NH2:53])[CH:51]=2)[N:46]([CH:54]2[CH2:59][CH2:58][CH2:57][CH2:56][O:55]2)[N:45]=1. Product: [NH:37]1[C:38]2[CH:43]=[CH:42][CH:41]=[CH:40][C:39]=2[N:35]=[C:36]1[C:44]1[C:52]2[C:47](=[CH:48][CH:49]=[C:50]([NH:53][C:13]([CH:10]3[CH2:9][CH2:8][N:7]([C:4]4[CH:3]=[CH:2][N:1]=[CH:6][CH:5]=4)[CH2:12][CH2:11]3)=[O:15])[CH:51]=2)[N:46]([CH:54]2[CH2:59][CH2:58][CH2:57][CH2:56][O:55]2)[N:45]=1. The catalyst class is: 3. (9) Reactant: [C:1]([C:5]1[CH:6]=[C:7]([NH:20][C:21]([NH:23][C@@H:24]2[C:33]3[C:28](=[CH:29][CH:30]=[CH:31][CH:32]=3)[C@H:27]([O:34][C:35]3[CH:36]=[CH:37][C:38]4[N:39]([C:41]([N:44]5[C@H:49]([CH3:50])[CH2:48][CH2:47][CH2:46][C@@H:45]5[CH3:51])=[N:42][N:43]=4)[CH:40]=3)[CH2:26][CH2:25]2)=[O:22])[N:8]([C:10]2[CH:11]=[N:12][CH:13]=[C:14]([O:16][CH2:17][CH2:18][OH:19])[CH:15]=2)[N:9]=1)([CH3:4])([CH3:3])[CH3:2].[CH3:52][S:53](Cl)(=[O:55])=[O:54].CCN(C(C)C)C(C)C. Product: [C:1]([C:5]1[CH:6]=[C:7]([NH:20][C:21]([NH:23][C@@H:24]2[C:33]3[C:28](=[CH:29][CH:30]=[CH:31][CH:32]=3)[C@H:27]([O:34][C:35]3[CH:36]=[CH:37][C:38]4[N:39]([C:41]([N:44]5[C@H:49]([CH3:50])[CH2:48][CH2:47][CH2:46][C@@H:45]5[CH3:51])=[N:42][N:43]=4)[CH:40]=3)[CH2:26][CH2:25]2)=[O:22])[N:8]([C:10]2[CH:15]=[C:14]([O:16][CH2:17][CH2:18][O:19][S:53]([CH3:52])(=[O:55])=[O:54])[CH:13]=[N:12][CH:11]=2)[N:9]=1)([CH3:4])([CH3:2])[CH3:3]. The catalyst class is: 2. (10) Reactant: [NH2:1][C:2]1[N:3]([CH3:24])[C:4](=[O:23])[C:5]2([C:15]3[C:10](=[CH:11][CH:12]=[C:13](Br)[CH:14]=3)[O:9][CH:8]([C:17]3[CH:22]=[CH:21][CH:20]=[CH:19][CH:18]=3)[CH2:7]2)[N:6]=1.[F:25][C:26]([F:37])([F:36])[C:27]1[CH:28]=[C:29](B(O)O)[CH:30]=[CH:31][CH:32]=1. Product: [NH2:1][C:2]1[N:3]([CH3:24])[C:4](=[O:23])[C:5]2([C:15]3[C:10](=[CH:11][CH:12]=[C:13]([C:31]4[CH:30]=[CH:29][CH:28]=[C:27]([C:26]([F:37])([F:36])[F:25])[CH:32]=4)[CH:14]=3)[O:9][CH:8]([C:17]3[CH:22]=[CH:21][CH:20]=[CH:19][CH:18]=3)[CH2:7]2)[N:6]=1. The catalyst class is: 806.